From a dataset of Reaction yield outcomes from USPTO patents with 853,638 reactions. Predict the reaction yield, written as a fraction of the theoretical maximum amount of product (1.0 means a 100% yield; for example, 0.34 means a 34% yield). The reactants are C(=O)(O)[O-].[Na+].[Br:6]Br.[NH2:8][C:9]1[N:10]=[N:11][C:12]([Cl:15])=[CH:13][CH:14]=1. The catalyst is CO. The product is [Br:6][C:14]1[CH:13]=[C:12]([Cl:15])[N:11]=[N:10][C:9]=1[NH2:8]. The yield is 0.530.